Task: Predict the reaction yield, written as a fraction of the theoretical maximum amount of product (1.0 means a 100% yield; for example, 0.34 means a 34% yield).. Dataset: Reaction yield outcomes from USPTO patents with 853,638 reactions (1) The reactants are [F:1][C:2]1[CH:11]=[C:10]2[C:5]([CH:6]=[CH:7][C:8](=[O:15])[N:9]2[CH2:12][CH:13]=O)=[N:4][CH:3]=1.[CH3:16][C:17]1([NH:23][CH2:24][C:25]2[CH:26]=[N:27][C:28]([C:31]([F:34])([F:33])[F:32])=[CH:29][CH:30]=2)[CH2:22][CH2:21][NH:20][CH2:19][CH2:18]1.[BH-](OC(C)=O)(OC(C)=O)OC(C)=O.[Na+]. The catalyst is ClCCCl. The product is [F:1][C:2]1[CH:11]=[C:10]2[C:5]([CH:6]=[CH:7][C:8](=[O:15])[N:9]2[CH2:12][CH2:13][N:20]2[CH2:21][CH2:22][C:17]([CH3:16])([NH:23][CH2:24][C:25]3[CH:26]=[N:27][C:28]([C:31]([F:33])([F:32])[F:34])=[CH:29][CH:30]=3)[CH2:18][CH2:19]2)=[N:4][CH:3]=1. The yield is 0.540. (2) The reactants are Cl[C:2]1[CH:3]=[N:4][C:5]([CH2:8][CH2:9][C:10]([O-:12])=[O:11])=[N:6][CH:7]=1.[B:13]1(B2OC(C)(C)C(C)(C)O2)[O:17]C(C)(C)C(C)(C)[O:14]1.[C:31]([O-])(=O)[CH3:32].[K+]. The catalyst is O1CCOCC1.C1CCC(P(C2CCCCC2)C2CCCCC2)CC1.C1CCC(P(C2CCCCC2)C2CCCCC2)CC1.[Pd]. The product is [OH-:11].[NH4+:4].[CH2:31]([O:12][C:10](=[O:11])[CH2:9][CH2:8][C:5]1[N:4]=[CH:3][C:2]([B:13]([OH:17])[OH:14])=[CH:7][N:6]=1)[CH3:32]. The yield is 0.00100. (3) The reactants are Br[C:2]1[CH:3]=[C:4]([NH:9][CH2:10][CH2:11][N:12]([CH3:14])[CH3:13])[CH:5]=[C:6]([F:8])[CH:7]=1.[B:15]1([B:15]2[O:19][C:18]([CH3:21])([CH3:20])[C:17]([CH3:23])([CH3:22])[O:16]2)[O:19][C:18]([CH3:21])([CH3:20])[C:17]([CH3:23])([CH3:22])[O:16]1.CC([O-])=O.[K+]. The catalyst is C1C=CC(P(C2C=CC=CC=2)[C-]2C=CC=C2)=CC=1.C1C=CC(P(C2C=CC=CC=2)[C-]2C=CC=C2)=CC=1.Cl[Pd]Cl.[Fe+2].O1CCOCC1. The product is [F:8][C:6]1[CH:5]=[C:4]([NH:9][CH2:10][CH2:11][N:12]([CH3:14])[CH3:13])[CH:3]=[C:2]([B:15]2[O:19][C:18]([CH3:21])([CH3:20])[C:17]([CH3:23])([CH3:22])[O:16]2)[CH:7]=1. The yield is 0.482. (4) The reactants are [Br:1][C:2]1[CH:3]=[CH:4][C:5]2[O:6][CH2:7][C:8](=[O:12])[NH:9][C:10]=2[N:11]=1.[CH3:13][O:14][C:15]1[CH:22]=[CH:21][C:18]([CH2:19]Cl)=[CH:17][CH:16]=1.C([O-])([O-])=O.[Cs+].[Cs+]. The catalyst is CN(C=O)C. The product is [Br:1][C:2]1[CH:3]=[CH:4][C:5]2[O:6][CH2:7][C:8](=[O:12])[N:9]([CH2:19][C:18]3[CH:21]=[CH:22][C:15]([O:14][CH3:13])=[CH:16][CH:17]=3)[C:10]=2[N:11]=1. The yield is 0.920. (5) The reactants are [N+:1]([C:4]1[CH:5]=[C:6]2[C:10](=[CH:11][CH:12]=1)[NH:9][C:8]([C:13]([OH:15])=[O:14])=[CH:7]2)([O-:3])=[O:2].FC(F)(F)C(O[C:21]1[C:26]([F:27])=[C:25]([F:28])[C:24]([F:29])=[C:23]([F:30])[C:22]=1[F:31])=O. No catalyst specified. The product is [F:27][C:26]1[C:21]([O:14][C:13]([C:8]2[NH:9][C:10]3[C:6]([CH:7]=2)=[CH:5][C:4]([N+:1]([O-:3])=[O:2])=[CH:12][CH:11]=3)=[O:15])=[C:22]([F:31])[C:23]([F:30])=[C:24]([F:29])[C:25]=1[F:28]. The yield is 0.570.